This data is from Peptide-MHC class I binding affinity with 185,985 pairs from IEDB/IMGT. The task is: Regression. Given a peptide amino acid sequence and an MHC pseudo amino acid sequence, predict their binding affinity value. This is MHC class I binding data. (1) The peptide sequence is GRYNLVPPK. The MHC is HLA-A26:01 with pseudo-sequence HLA-A26:01. The binding affinity (normalized) is 0.0847. (2) The binding affinity (normalized) is 0.443. The MHC is HLA-A26:01 with pseudo-sequence HLA-A26:01. The peptide sequence is DSFKEELDKY. (3) The peptide sequence is EEIDWIKTD. The MHC is HLA-A02:01 with pseudo-sequence HLA-A02:01. The binding affinity (normalized) is 0.0847.